Task: Predict the reaction yield, written as a fraction of the theoretical maximum amount of product (1.0 means a 100% yield; for example, 0.34 means a 34% yield).. Dataset: Reaction yield outcomes from USPTO patents with 853,638 reactions (1) The catalyst is CC(=O)CC. The reactants are [NH:1]1[C:9]2[C:4](=[CH:5][CH:6]=[CH:7][CH:8]=2)[C:3]2([CH2:13][O:12][C:11]3[CH:14]=[C:15]4[C:19](=[CH:20][C:10]2=3)[CH2:18][CH2:17][O:16]4)[C:2]1=[O:21].C(=O)([O-])[O-].[Cs+].[Cs+].Br[CH2:29][C:30]1[CH:35]=[CH:34][CH:33]=[C:32]([C:36]#[N:37])[CH:31]=1. The product is [O:21]=[C:2]1[C:3]2([CH2:13][O:12][C:11]3[CH:14]=[C:15]4[C:19](=[CH:20][C:10]2=3)[CH2:18][CH2:17][O:16]4)[C:4]2[C:9](=[CH:8][CH:7]=[CH:6][CH:5]=2)[N:1]1[CH2:29][C:30]1[CH:31]=[C:32]([CH:33]=[CH:34][CH:35]=1)[C:36]#[N:37]. The yield is 0.920. (2) The reactants are Cl[C:2]1[CH:3]=[CH:4][C:5]2[O:6][CH2:7][CH2:8][C:9]3[CH:15]=[C:14]([C:16]4[C:20]([C:21]5[CH:26]=[CH:25][C:24]([F:27])=[CH:23][C:22]=5[F:28])=[N:19][NH:18][N:17]=4)[S:13][C:10]=3[C:11]=2[N:12]=1.[CH3:29][N:30](C)C=O. The catalyst is [C-]#N.[Zn+2].[C-]#N.C1C=CC([P]([Pd]([P](C2C=CC=CC=2)(C2C=CC=CC=2)C2C=CC=CC=2)([P](C2C=CC=CC=2)(C2C=CC=CC=2)C2C=CC=CC=2)[P](C2C=CC=CC=2)(C2C=CC=CC=2)C2C=CC=CC=2)(C2C=CC=CC=2)C2C=CC=CC=2)=CC=1. The product is [C:29]([C:2]1[CH:3]=[CH:4][C:5]2[O:6][CH2:7][CH2:8][C:9]3[CH:15]=[C:14]([C:16]4[C:20]([C:21]5[CH:26]=[CH:25][C:24]([F:27])=[CH:23][C:22]=5[F:28])=[N:19][NH:18][N:17]=4)[S:13][C:10]=3[C:11]=2[N:12]=1)#[N:30]. The yield is 0.840. (3) The reactants are [H-].[H-].[H-].[H-].[Li+].[Al+3].[F:7][C:8]1[C:9]([CH2:18][CH2:19][OH:20])=[C:10]([CH:14]=[CH:15][C:16]=1[F:17])[C:11](O)=[O:12]. The catalyst is C1COCC1. The product is [F:7][C:8]1[C:16]([F:17])=[CH:15][CH:14]=[C:10]([CH2:11][OH:12])[C:9]=1[CH2:18][CH2:19][OH:20]. The yield is 0.310. (4) The reactants are [CH3:1][O:2][C:3]1[CH:4]=[C:5]2[C:10](=[CH:11][C:12]=1[O:13][CH3:14])[N:9]=[CH:8][N:7]=[C:6]2[N:15]1[CH2:20][CH2:19][CH:18]([OH:21])[CH2:17][CH2:16]1.[H-].[Na+].[N+](C1C=CC([O:33][C:34](=O)[NH:35][C:36]2[CH:37]=[N:38][C:39]([O:42][CH:43]3[CH2:46][CH2:45][CH2:44]3)=[CH:40][CH:41]=2)=CC=1)([O-])=O. The catalyst is C1COCC1. The product is [CH3:1][O:2][C:3]1[CH:4]=[C:5]2[C:10](=[CH:11][C:12]=1[O:13][CH3:14])[N:9]=[CH:8][N:7]=[C:6]2[N:15]1[CH2:16][CH2:17][CH:18]([O:21][C:34](=[O:33])[NH:35][C:36]2[CH:37]=[N:38][C:39]([O:42][CH:43]3[CH2:46][CH2:45][CH2:44]3)=[CH:40][CH:41]=2)[CH2:19][CH2:20]1. The yield is 0.350. (5) The reactants are Br[C:2]1[CH:3]=[C:4]([CH:36]=[CH:37][C:38]=1[Cl:39])[C:5]([N:7]([CH:9]1[CH:13]([C:14]2[CH:19]=[CH:18][C:17]([Cl:20])=[C:16]([Cl:21])[CH:15]=2)[CH2:12][N:11]([C:22]([CH:24]2[CH2:29][CH2:28][N:27]([C:30]([C:32]3([CH3:35])[CH2:34][CH2:33]3)=[O:31])[CH2:26][CH2:25]2)=[O:23])[CH2:10]1)[CH3:8])=[O:6].C1(P([CH:53]2[CH2:58][CH2:57]CCC2)C2CCCCC2)CCCCC1. The catalyst is C1(C)C=CC=CC=1.O. The product is [Cl:39][C:38]1[CH:37]=[CH:36][C:4]([C:5]([N:7]([CH:9]2[CH:13]([C:14]3[CH:19]=[CH:18][C:17]([Cl:20])=[C:16]([Cl:21])[CH:15]=3)[CH2:12][N:11]([C:22]([CH:24]3[CH2:29][CH2:28][N:27]([C:30]([C:32]4([CH3:35])[CH2:34][CH2:33]4)=[O:31])[CH2:26][CH2:25]3)=[O:23])[CH2:10]2)[CH3:8])=[O:6])=[CH:3][C:2]=1[CH:57]1[CH2:58][CH2:53]1. The yield is 0.970. (6) The reactants are [Br:1][C:2]1[CH:3]=[C:4]([CH2:9]CCN(C)C)[C:5]([NH2:8])=[N:6][CH:7]=1.[C:15]([N:22]1[CH:26]=[CH:25][N:24]=[CH:23]1)(N1C=CN=C1)=[O:16].O1CCOC[CH2:28]1. No catalyst specified. The product is [Br:1][C:2]1[CH:7]=[N:6][C:5]2[NH:8][C:15](=[O:16])[N:22]([CH2:26][CH2:25][N:24]([CH3:23])[CH3:28])[CH2:9][C:4]=2[CH:3]=1. The yield is 0.500. (7) The reactants are [F:1][C:2]([F:15])([F:14])[C:3]1[CH:12]=[C:11]2[C:6]([CH:7]=[CH:8][NH:9][C:10]2=[O:13])=[CH:5][CH:4]=1.I[C:17]1[CH:18]=[N:19][CH:20]=[CH:21][C:22]=1[CH3:23].N1C2C(=CC=CC=2O)C=CC=1.C(=O)([O-])[O-].[K+].[K+]. The catalyst is [Cu](I)I.CS(C)=O. The product is [CH3:23][C:22]1[CH:21]=[CH:20][N:19]=[CH:18][C:17]=1[N:9]1[CH:8]=[CH:7][C:6]2[C:11](=[CH:12][C:3]([C:2]([F:1])([F:14])[F:15])=[CH:4][CH:5]=2)[C:10]1=[O:13]. The yield is 0.238. (8) The reactants are BrC1C=CC(O)=C(C2C=[CH:16][C:15]3[C:10](=[CH:11][CH:12]=[C:13]([C:18]4[N:22]([CH:23]5[CH2:28][CH2:27][CH2:26][CH2:25][CH2:24]5)[C:21]5[CH:29]=[CH:30][C:31]([C:33]([OH:35])=[O:34])=[CH:32][C:20]=5[N:19]=4)[CH:14]=3)[N:9]=2)C=1.[OH:37][C:38]1[C:46]2[O:45][C:44]([C:47](=O)[CH3:48])=[CH:43][C:42]=2[CH:41]=[CH:40][CH:39]=1.[OH-].[K+]. The catalyst is C(O)C. The product is [CH:23]1([N:22]2[C:21]3[CH:29]=[CH:30][C:31]([C:33]([OH:35])=[O:34])=[CH:32][C:20]=3[N:19]=[C:18]2[C:13]2[CH:14]=[C:15]3[C:10](=[CH:11][CH:12]=2)[N:9]=[C:47]([C:44]2[O:45][C:46]4[C:38]([OH:37])=[CH:39][CH:40]=[CH:41][C:42]=4[CH:43]=2)[CH:48]=[CH:16]3)[CH2:24][CH2:25][CH2:26][CH2:27][CH2:28]1. The yield is 0.200. (9) The catalyst is CN(C=O)C. The product is [CH2:1]([O:5][CH2:13][CH:14]1[CH2:19][CH2:18][N:17]([S:20]([CH3:23])(=[O:22])=[O:21])[CH2:16][CH2:15]1)[C:2]#[C:3][CH3:4]. The reactants are [CH2:1]([OH:5])[C:2]#[C:3][CH3:4].[H-].[Na+].CS(O[CH2:13][CH:14]1[CH2:19][CH2:18][N:17]([S:20]([CH3:23])(=[O:22])=[O:21])[CH2:16][CH2:15]1)(=O)=O.O. The yield is 0.370.